This data is from Catalyst prediction with 721,799 reactions and 888 catalyst types from USPTO. The task is: Predict which catalyst facilitates the given reaction. Product: [Cl:13][C:14]1[CH:15]=[CH:16][C:17]([CH2:20][CH2:21][CH2:22][NH:23][C:2]2[CH:7]=[C:6]([CH3:8])[C:5]([CH3:9])=[CH:4][C:3]=2[N+:10]([O-:12])=[O:11])=[CH:18][CH:19]=1. The catalyst class is: 110. Reactant: Br[C:2]1[CH:7]=[C:6]([CH3:8])[C:5]([CH3:9])=[CH:4][C:3]=1[N+:10]([O-:12])=[O:11].[Cl:13][C:14]1[CH:19]=[CH:18][C:17]([CH2:20][CH2:21][CH2:22][NH2:23])=[CH:16][CH:15]=1.C(=O)([O-])[O-].[Cs+].[Cs+].O(C1C=CC=CC=1P(C1C=CC=CC=1)C1C=CC=CC=1)C1C=CC=CC=1P(C1C=CC=CC=1)C1C=CC=CC=1.C1(C)C=CC=CC=1.